Dataset: Reaction yield outcomes from USPTO patents with 853,638 reactions. Task: Predict the reaction yield, written as a fraction of the theoretical maximum amount of product (1.0 means a 100% yield; for example, 0.34 means a 34% yield). (1) The reactants are O[CH2:2][C:3]([C:5]1[CH:10]=[CH:9][CH:8]=[CH:7][CH:6]=1)=[O:4].[CH3:11][C:12]1N=C(C=O)S[CH:16]=1.O(C)[Na].[CH2:22]1[CH2:26]O[CH2:24][CH2:23]1. No catalyst specified. The product is [C:12]1([CH:11]=[CH:2][C:3]([C:5]2[CH:10]=[CH:9][CH:8]=[CH:7][CH:6]=2)=[O:4])[CH:16]=[CH:24][CH:23]=[CH:22][CH:26]=1. The yield is 0.170. (2) The reactants are Cl[C:2]1[N:7]=[CH:6][N:5]=[C:4](Cl)[CH:3]=1.C1C=CC2C=C(N)C=CC=2C=1.CC[O:22]CC.C(=O)(O)[O-].[Na+].C(Cl)([Cl:32])=O.C(COC1C(N)=CC=CC=1)(C)(C)C. The catalyst is ClCCl.C1COCC1. The product is [Cl:32][C:6]1[N:5]=[CH:4][CH:3]=[CH:2][N:7]=1.[NH2:5][C:6]([NH2:7])=[O:22]. The yield is 0.670. (3) The reactants are CON(C)[C:4]([CH:6]1[CH2:9][N:8]([C:10]([O:12][C:13]([CH3:16])([CH3:15])[CH3:14])=[O:11])[CH2:7]1)=[O:5].C[Mg+].[Br-].[C:21](O)(=O)CC(CC(O)=O)(C(O)=O)O. The catalyst is C1COCC1. The product is [C:4]([CH:6]1[CH2:7][N:8]([C:10]([O:12][C:13]([CH3:14])([CH3:15])[CH3:16])=[O:11])[CH2:9]1)(=[O:5])[CH3:21]. The yield is 0.700. (4) The reactants are [CH3:1][C:2]1[C:6]([C:7]([NH2:9])=[O:8])=[C:5]([NH:10][C:11](=O)[CH2:12][CH:13]([CH3:15])[CH3:14])[S:4][N:3]=1.Cl. The catalyst is N. The product is [CH2:12]([C:11]1[NH:9][C:7](=[O:8])[C:6]2[C:2]([CH3:1])=[N:3][S:4][C:5]=2[N:10]=1)[CH:13]([CH3:15])[CH3:14]. The yield is 0.260.